Predict which catalyst facilitates the given reaction. From a dataset of Catalyst prediction with 721,799 reactions and 888 catalyst types from USPTO. (1) Reactant: [NH2:1][C:2]1[CH:3]=[C:4]([CH:38]=[CH:39][C:40]=1[CH2:41][N:42]([CH3:44])[CH3:43])[C:5]([NH:7][C@H:8]([B:25]1[O:33][CH:32]2[C:27]([CH3:37])([CH:28]3[CH2:34][CH:30]([CH2:31]2)[C:29]3([CH3:36])[CH3:35])[O:26]1)[CH2:9][C:10]1[C:11]([O:23][CH3:24])=[C:12]([CH:20]=[CH:21][CH:22]=1)[C:13]([O:15][C:16]([CH3:19])([CH3:18])[CH3:17])=[O:14])=[O:6].[CH2:45]([O:52][C:53]([NH:55][C@@H:56]([CH2:60][NH:61][C:62]([O:64][C:65]([CH3:68])([CH3:67])[CH3:66])=[O:63])[C:57](O)=[O:58])=[O:54])[C:46]1[CH:51]=[CH:50][CH:49]=[CH:48][CH:47]=1.CN1CCOCC1.CN(C(ON1N=NC2C=CC=NC1=2)=[N+](C)C)C.F[P-](F)(F)(F)(F)F. Product: [CH2:45]([O:52][C:53]([NH:55][C@@H:56]([CH2:60][NH:61][C:62]([O:64][C:65]([CH3:68])([CH3:67])[CH3:66])=[O:63])[C:57]([NH:1][C:2]1[CH:3]=[C:4]([CH:38]=[CH:39][C:40]=1[CH2:41][N:42]([CH3:43])[CH3:44])[C:5]([NH:7][C@H:8]([B:25]1[O:33][CH:32]2[C:27]([CH3:37])([CH:28]3[CH2:34][CH:30]([CH2:31]2)[C:29]3([CH3:35])[CH3:36])[O:26]1)[CH2:9][C:10]1[C:11]([O:23][CH3:24])=[C:12]([CH:20]=[CH:21][CH:22]=1)[C:13]([O:15][C:16]([CH3:17])([CH3:18])[CH3:19])=[O:14])=[O:6])=[O:58])=[O:54])[C:46]1[CH:47]=[CH:48][CH:49]=[CH:50][CH:51]=1. The catalyst class is: 606. (2) Reactant: [C:1](=[O:3])=[O:2].[O-:4][CH2:5][CH3:6].[Mg+2:7].[O-:8][CH2:9][CH3:10]. Product: [C:1](=[O:2])([O-:3])[O:4][CH2:5][CH3:6].[Mg+2:7].[CH2:9]([O:8][C:1](=[O:2])[O-:3])[CH3:10]. The catalyst class is: 8. (3) Reactant: C(=O)([O-])[O-].[K+].[K+].[CH2:7](Br)[C:8]1[CH:13]=[CH:12][CH:11]=[CH:10][CH:9]=1.[O:15]=[C:16]1[C:22]2[CH:23]=[CH:24][CH:25]=[CH:26][C:21]=2[O:20][C:19]2[CH:27]=[CH:28][C:29]([CH:31]=[O:32])=[CH:30][C:18]=2[NH:17]1. Product: [CH2:7]([N:17]1[C:16](=[O:15])[C:22]2[CH:23]=[CH:24][CH:25]=[CH:26][C:21]=2[O:20][C:19]2[CH:27]=[CH:28][C:29]([CH:31]=[O:32])=[CH:30][C:18]1=2)[C:8]1[CH:13]=[CH:12][CH:11]=[CH:10][CH:9]=1. The catalyst class is: 115. (4) Reactant: [C:1](OC1C=CC([N+]([O-])=O)=CC=1)(=[O:3])[CH3:2].[CH3:14][C:15]1([CH3:23])[CH2:20][CH2:19][C:18](=[O:21])[CH2:17][C:16]1=[O:22].C(N(CC)CC)C.CC(C)(O)C#N.C([O-])(=O)C. Product: [C:1]([CH:17]1[C:16](=[O:22])[C:15]([CH3:23])([CH3:14])[CH2:20][CH2:19][C:18]1=[O:21])(=[O:3])[CH3:2]. The catalyst class is: 10. (5) Reactant: [F:1][C:2]1[CH:7]=[CH:6][C:5]([CH2:8][NH:9][C:10](=[O:27])[C:11]2[C:16]([CH3:17])=[CH:15][C:14]([N:18]3[CH2:23][CH2:22][O:21][CH2:20][CH2:19]3)=[CH:13][C:12]=2[C:24]([CH3:26])=[CH2:25])=[CH:4][CH:3]=1. Product: [F:1][C:2]1[CH:7]=[CH:6][C:5]([CH2:8][NH:9][C:10](=[O:27])[C:11]2[C:16]([CH3:17])=[CH:15][C:14]([N:18]3[CH2:19][CH2:20][O:21][CH2:22][CH2:23]3)=[CH:13][C:12]=2[CH:24]([CH3:25])[CH3:26])=[CH:4][CH:3]=1. The catalyst class is: 29. (6) Reactant: [NH2:1][C:2]1[N:7]=[C:6]([C:8]2[O:9][CH:10]=[CH:11][CH:12]=2)[C:5]([C:13]#[N:14])=[C:4](OS(C(F)(F)F)(=O)=O)[CH:3]=1.[N:23]1[CH:28]=[CH:27][CH:26]=[CH:25][C:24]=1[CH2:29][NH2:30]. Product: [NH2:1][C:2]1[CH:3]=[C:4]([NH:30][CH2:29][C:24]2[CH:25]=[CH:26][CH:27]=[CH:28][N:23]=2)[C:5]([C:13]#[N:14])=[C:6]([C:8]2[O:9][CH:10]=[CH:11][CH:12]=2)[N:7]=1. The catalyst class is: 57.